Task: Predict the reactants needed to synthesize the given product.. Dataset: Full USPTO retrosynthesis dataset with 1.9M reactions from patents (1976-2016) Given the product [CH3:30][N:35]([CH3:34])[C:2]1[CH:3]=[CH:4][CH:5]=[C:6]2[C:11]=1[N:10]=[C:9]([CH2:12][CH2:13][CH2:14][N:15]1[CH2:20][CH:19]=[C:18]([C:21]3[CH:26]=[CH:25][CH:24]=[CH:23][CH:22]=3)[CH2:17][CH2:16]1)[NH:8][C:7]2=[O:27], predict the reactants needed to synthesize it. The reactants are: N[C:2]1[CH:3]=[CH:4][CH:5]=[C:6]2[C:11]=1[N:10]=[C:9]([CH2:12][CH2:13][CH2:14][N:15]1[CH2:20][CH:19]=[C:18]([C:21]3[CH:26]=[CH:25][CH:24]=[CH:23][CH:22]=3)[CH2:17][CH2:16]1)[NH:8][C:7]2=[O:27].C=O.[C:30](O)(=O)C.[C:34]([BH3-])#[N:35].[Na+].